This data is from Forward reaction prediction with 1.9M reactions from USPTO patents (1976-2016). The task is: Predict the product of the given reaction. (1) Given the reactants [CH2:1]([O:8][C:9]1[CH:17]=[CH:16][C:15]([C:18]2[NH:39][C:21]3=[N:22][CH:23]=[C:24]([CH:26]4[CH2:31][CH2:30][N:29](C(OC(C)(C)C)=O)[CH2:28][CH2:27]4)[CH:25]=[C:20]3[N:19]=2)=[CH:14][C:10]=1[C:11]([OH:13])=[O:12])[C:2]1[CH:7]=[CH:6][CH:5]=[CH:4][CH:3]=1.[ClH:40].O1CCOCC1, predict the reaction product. The product is: [ClH:40].[ClH:40].[CH2:1]([O:8][C:9]1[CH:17]=[CH:16][C:15]([C:18]2[NH:39][C:21]3=[N:22][CH:23]=[C:24]([CH:26]4[CH2:31][CH2:30][NH:29][CH2:28][CH2:27]4)[CH:25]=[C:20]3[N:19]=2)=[CH:14][C:10]=1[C:11]([OH:13])=[O:12])[C:2]1[CH:3]=[CH:4][CH:5]=[CH:6][CH:7]=1. (2) Given the reactants F[C:2]1[CH:10]=[CH:9][C:8]([N+:11]([O-:13])=[O:12])=[CH:7][C:3]=1[C:4]([OH:6])=[O:5].[O:14]1[CH2:19][CH2:18][CH:17]([NH2:20])[CH2:16][CH2:15]1, predict the reaction product. The product is: [N+:11]([C:8]1[CH:9]=[CH:10][C:2]([NH:20][CH:17]2[CH2:18][CH2:19][O:14][CH2:15][CH2:16]2)=[C:3]([CH:7]=1)[C:4]([OH:6])=[O:5])([O-:13])=[O:12]. (3) The product is: [CH2:1]([O:8][C:9]1[CH:14]=[CH:13][C:12]([CH2:15][C@H:16]([NH:21][CH3:22])[CH2:17][CH2:18][OH:19])=[CH:11][CH:10]=1)[C:2]1[CH:3]=[CH:4][CH:5]=[CH:6][CH:7]=1. Given the reactants [CH2:1]([O:8][C:9]1[CH:14]=[CH:13][C:12]([CH2:15][C@H:16]([NH:21][C:22](OC)=O)[CH2:17][C:18](O)=[O:19])=[CH:11][CH:10]=1)[C:2]1[CH:7]=[CH:6][CH:5]=[CH:4][CH:3]=1.[H-].[H-].[H-].[H-].[Li+].[Al+3], predict the reaction product. (4) Given the reactants [Cl:1][C:2]1[CH:25]=[CH:24][C:5]([CH2:6][N:7]2[C:15]3[C:10](=[CH:11][C:12](/[CH:16]=[C:17]4/[C:18](=[O:23])[NH:19][C:20](=[O:22])[S:21]/4)=[CH:13][CH:14]=3)[CH:9]=[N:8]2)=[C:4]([C:26]([F:29])([F:28])[F:27])[CH:3]=1.Cl[CH2:31][CH2:32][CH:33]1[CH2:37][CH2:36][CH2:35][N:34]1[CH3:38], predict the reaction product. The product is: [Cl:1][C:2]1[CH:25]=[CH:24][C:5]([CH2:6][N:7]2[C:15]3[C:10](=[CH:11][C:12](/[CH:16]=[C:17]4/[C:18](=[O:23])[N:19]([CH2:31][CH2:32][CH:33]5[CH2:37][CH2:36][CH2:35][N:34]5[CH3:38])[C:20](=[O:22])[S:21]/4)=[CH:13][CH:14]=3)[CH:9]=[N:8]2)=[C:4]([C:26]([F:27])([F:29])[F:28])[CH:3]=1. (5) Given the reactants [C:1]([C:5]1[CH:15]=[CH:14][C:8]([O:9][CH2:10][C@@H:11]2[CH2:13][O:12]2)=[CH:7][CH:6]=1)([CH3:4])([CH3:3])[CH3:2].Cl[C:17]1[NH:18][C:19]2[CH:25]=[CH:24][CH:23]=[CH:22][C:20]=2[N:21]=1.C(=O)([O-])[O-].[Cs+].[Cs+], predict the reaction product. The product is: [C:1]([C:5]1[CH:6]=[CH:7][C:8]([O:9][CH2:10][C@H:11]2[O:12][C:17]3=[N:21][C:20]4[CH:22]=[CH:23][CH:24]=[CH:25][C:19]=4[N:18]3[CH2:13]2)=[CH:14][CH:15]=1)([CH3:2])([CH3:3])[CH3:4]. (6) Given the reactants Br[C:2]1[CH:3]=[C:4]2[C:8](=[CH:9][CH:10]=1)[N:7]([CH2:11][O:12][CH2:13][CH2:14][Si:15]([CH3:18])([CH3:17])[CH3:16])[N:6]=[C:5]2[NH:19][C:20]([C:22]1[C:23](=[O:37])[N:24]([CH2:28][C:29]2[CH:34]=[CH:33][C:32]([F:35])=[C:31]([F:36])[CH:30]=2)[CH:25]=[CH:26][CH:27]=1)=[O:21].[C:38]1([S:44]([N:47]2[C:51]3=[N:52][CH:53]=[CH:54][CH:55]=[C:50]3[C:49](B3OC(C)(C)C(C)(C)O3)=[CH:48]2)(=[O:46])=[O:45])[CH:43]=[CH:42][CH:41]=[CH:40][CH:39]=1.ClCCl.O1CCOCC1.C(=O)([O-])[O-].[Na+].[Na+], predict the reaction product. The product is: [C:38]1([S:44]([N:47]2[C:51]3=[N:52][CH:53]=[CH:54][CH:55]=[C:50]3[C:49]([C:2]3[CH:3]=[C:4]4[C:8](=[CH:9][CH:10]=3)[N:7]([CH2:11][O:12][CH2:13][CH2:14][Si:15]([CH3:17])([CH3:18])[CH3:16])[N:6]=[C:5]4[NH:19][C:20]([C:22]3[C:23](=[O:37])[N:24]([CH2:28][C:29]4[CH:34]=[CH:33][C:32]([F:35])=[C:31]([F:36])[CH:30]=4)[CH:25]=[CH:26][CH:27]=3)=[O:21])=[CH:48]2)(=[O:46])=[O:45])[CH:39]=[CH:40][CH:41]=[CH:42][CH:43]=1.